Dataset: Forward reaction prediction with 1.9M reactions from USPTO patents (1976-2016). Task: Predict the product of the given reaction. (1) Given the reactants [Br:1]C1C=C2C(C=CN2)=CC=1F.[C:12]([C:15]1[C:23]2[C:18](=[CH:19][C:20](F)=[C:21]([F:24])[CH:22]=2)[N:17]([CH2:26][C:27]([OH:29])=[O:28])[CH:16]=1)(=[O:14])[NH2:13], predict the reaction product. The product is: [Br:1][C:20]1[CH:19]=[C:18]2[C:23]([C:15]([C:12](=[O:14])[NH2:13])=[CH:16][N:17]2[CH2:26][C:27]([OH:29])=[O:28])=[CH:22][C:21]=1[F:24]. (2) Given the reactants [C:1]([C:3]1([C:16]2[CH:21]=[CH:20][CH:19]=[C:18]([Cl:22])[N:17]=2)[CH2:8][CH2:7][N:6]([C:9]([O:11][C:12]([CH3:15])([CH3:14])[CH3:13])=[O:10])[CH2:5][CH2:4]1)#[N:2].C(N(CC)CC)C.[H][H], predict the reaction product. The product is: [NH2:2][CH2:1][C:3]1([C:16]2[CH:21]=[CH:20][CH:19]=[C:18]([Cl:22])[N:17]=2)[CH2:8][CH2:7][N:6]([C:9]([O:11][C:12]([CH3:14])([CH3:15])[CH3:13])=[O:10])[CH2:5][CH2:4]1. (3) The product is: [CH3:15][C:3]1[C:2]2[O:1][CH:13]([O:17][CH3:16])[CH2:12][C:11]=2[CH:10]=[CH:9][C:4]=1[C:5]([O:7][CH3:8])=[O:6]. Given the reactants [OH:1][C:2]1[C:3]([CH3:15])=[C:4]([CH:9]=[CH:10][C:11]=1[CH2:12][CH:13]=C)[C:5]([O:7][CH3:8])=[O:6].[CH3:16][OH:17], predict the reaction product. (4) Given the reactants [CH3:1][C:2]1[N:11]=[CH:10][CH:9]=[CH:8][C:3]=1[C:4](OC)=[O:5].[H-].C([Al+]CC(C)C)C(C)C.[C@H](O)(C([O-])=O)[C@@H](O)C([O-])=O.[Na+].[K+], predict the reaction product. The product is: [CH3:1][C:2]1[C:3]([CH2:4][OH:5])=[CH:8][CH:9]=[CH:10][N:11]=1. (5) Given the reactants [Cl:1][C:2]1[C:7]([C:8]([NH:10][C:11]2[CH:12]=[CH:13][C:14]([C:29]([F:35])([F:34])[C:30]([F:33])([F:32])[F:31])=[C:15]([CH:28]=2)[O:16][CH2:17][C@@H:18]([O:24]C(=O)C)[N:19]2[CH2:23][CH2:22][CH2:21][CH2:20]2)=[O:9])=[CH:6][CH:5]=[CH:4][N:3]=1.[NH4+].[OH-], predict the reaction product. The product is: [Cl:1][C:2]1[N:3]=[CH:4][CH:5]=[CH:6][C:7]=1[C:8]([NH:10][C:11]1[CH:12]=[CH:13][C:14]([C:29]([F:35])([F:34])[C:30]([F:32])([F:33])[F:31])=[C:15]([O:16][CH2:17][C@@H:18]([OH:24])[N:19]2[CH2:20][CH2:21][CH2:22][CH2:23]2)[CH:28]=1)=[O:9]. (6) The product is: [F:1][C:2]1[CH:3]=[CH:4][C:5]([C:8]2[N:9]=[CH:10][NH:11][C:12](=[O:16])[C:13]=2[O:14][CH3:15])=[CH:6][CH:7]=1. Given the reactants [F:1][C:2]1[CH:7]=[CH:6][C:5]([C:8]2[C:13]([O:14][CH3:15])=[C:12]([O:16]C)[N:11]=[CH:10][N:9]=2)=[CH:4][CH:3]=1, predict the reaction product.